This data is from Reaction yield outcomes from USPTO patents with 853,638 reactions. The task is: Predict the reaction yield, written as a fraction of the theoretical maximum amount of product (1.0 means a 100% yield; for example, 0.34 means a 34% yield). (1) The reactants are [C:1]([O:5][C:6]([N:8]1[CH2:12][CH2:11][C:10](=O)[CH2:9]1)=[O:7])([CH3:4])([CH3:3])[CH3:2].[CH3:14][NH2:15].[BH4-].[Na+]. The catalyst is CO. The product is [C:1]([O:5][C:6]([N:8]1[CH2:12][CH2:11][CH:10]([NH:15][CH3:14])[CH2:9]1)=[O:7])([CH3:4])([CH3:3])[CH3:2]. The yield is 0.925. (2) The reactants are [CH3:1][O:2][C:3]1[CH:8]=[CH:7][CH:6]=[CH:5][C:4]=1[NH:9][C:10](=[O:27])[NH:11][C:12]1[CH:17]=[CH:16][C:15]([CH2:18][C:19]([O:21]C(C)(C)C)=[O:20])=[CH:14][C:13]=1[CH3:26].FC(F)(F)C(O)=O. The catalyst is C(Cl)Cl. The product is [CH3:1][O:2][C:3]1[CH:8]=[CH:7][CH:6]=[CH:5][C:4]=1[NH:9][C:10](=[O:27])[NH:11][C:12]1[CH:17]=[CH:16][C:15]([CH2:18][C:19]([OH:21])=[O:20])=[CH:14][C:13]=1[CH3:26]. The yield is 0.830. (3) The reactants are C(NC(C)C)(C)C.C([Li])CCC.[C:13]1([C:23]2[CH:28]=[CH:27][CH:26]=[CH:25][CH:24]=2)[CH:18]=[CH:17][C:16]([CH2:19][C:20]([OH:22])=[O:21])=[CH:15][CH:14]=1.I[CH2:30][CH:31]1[CH2:35][CH2:34][CH2:33][CH2:32]1. The yield is 0.740. The product is [C:13]1([C:23]2[CH:24]=[CH:25][CH:26]=[CH:27][CH:28]=2)[CH:14]=[CH:15][C:16]([CH:19]([CH2:30][CH:31]2[CH2:35][CH2:34][CH2:33][CH2:32]2)[C:20]([OH:22])=[O:21])=[CH:17][CH:18]=1. The catalyst is O1CCCC1.CN1CCCN(C)C1=O. (4) The product is [OH:14][C:15]1[CH:20]=[CH:19][C:18]([C:2]2[C:3](=[O:13])[C:4]3[C:9]([C:10](=[O:12])[CH:11]=2)=[CH:8][CH:7]=[CH:6][CH:5]=3)=[CH:17][CH:16]=1. The catalyst is C([O-])(=O)C.[Pd+2].C([O-])(=O)C.O.C1(C)C=CC=CC=1. The yield is 0.450. The reactants are Br[C:2]1[C:3](=[O:13])[C:4]2[C:9]([C:10](=[O:12])[CH:11]=1)=[CH:8][CH:7]=[CH:6][CH:5]=2.[OH:14][C:15]1[CH:20]=[CH:19][C:18](B(O)O)=[CH:17][CH:16]=1.P([O-])([O-])([O-])=O.[K+].[K+].[K+].C1(P(C2CCCCC2)C2CCCCC2)CCCCC1. (5) The reactants are [F:1][C:2]1[CH:3]=[CH:4][C:5]2[C:9]([CH:10]3[CH2:15][CH2:14][N:13]([CH2:16][CH2:17][CH2:18][N:19]4[C:27]5[CH2:26][CH2:25][N:24]([S:28]([CH3:31])(=[O:30])=[O:29])[CH2:23][C:22]=5[C:21]([C:32]5[CH:37]=[CH:36][C:35]([C:38]([F:41])([F:40])[F:39])=[CH:34][CH:33]=5)=[N:20]4)[CH2:12][CH2:11]3)=[C:8]([C:42](O)=[O:43])[S:7][C:6]=2[CH:45]=1.CN(C(O[N:54]1N=[N:61][C:56]2C=CC=C[C:55]1=2)=[N+](C)C)C.F[P-](F)(F)(F)(F)F.CCN(C(C)C)C(C)C.C(N)CN. The catalyst is CN(C=O)C. The product is [NH2:54][CH2:55][CH2:56][NH:61][C:42]([C:8]1[S:7][C:6]2[CH:45]=[C:2]([F:1])[CH:3]=[CH:4][C:5]=2[C:9]=1[CH:10]1[CH2:11][CH2:12][N:13]([CH2:16][CH2:17][CH2:18][N:19]2[C:27]3[CH2:26][CH2:25][N:24]([S:28]([CH3:31])(=[O:29])=[O:30])[CH2:23][C:22]=3[C:21]([C:32]3[CH:33]=[CH:34][C:35]([C:38]([F:40])([F:39])[F:41])=[CH:36][CH:37]=3)=[N:20]2)[CH2:14][CH2:15]1)=[O:43]. The yield is 0.660. (6) The reactants are [Cl:1][C:2]1[CH:7]=[CH:6][C:5]([NH:8][C:9]2[N:14]=[N:13][C:12]([C:15]([OH:17])=O)=[CH:11][CH:10]=2)=[CH:4][CH:3]=1.CCN(C(C)C)C(C)C.CN(C(ON1N=N[C:37]2[CH:38]=[CH:39][CH:40]=[N:41][C:36]1=2)=[N+](C)C)C.F[P-](F)(F)(F)(F)F.N1CCCCC1. The catalyst is CC(N(C)C)=O.C(OCC)(=O)C. The product is [Cl:1][C:2]1[CH:3]=[CH:4][C:5]([NH:8][C:9]2[N:14]=[N:13][C:12]([C:15]([N:41]3[CH2:36][CH2:37][CH2:38][CH2:39][CH2:40]3)=[O:17])=[CH:11][CH:10]=2)=[CH:6][CH:7]=1. The yield is 0.330. (7) The reactants are Br[C:2]1[CH:7]=[CH:6][C:5]([C@@H:8]2[CH2:10][C@H:9]2[NH:11][C:12](=[O:18])[O:13][C:14]([CH3:17])([CH3:16])[CH3:15])=[CH:4][CH:3]=1.C(=O)([O-])[O-].[K+].[K+].[F:25][C:26]([F:37])([F:36])[C:27]1[CH:28]=[C:29](B(O)O)[CH:30]=[CH:31][CH:32]=1. The catalyst is C(#N)C.O. The product is [F:25][C:26]([F:37])([F:36])[C:27]1[CH:32]=[C:31]([C:2]2[CH:7]=[CH:6][C:5]([C@@H:8]3[CH2:10][C@H:9]3[NH:11][C:12](=[O:18])[O:13][C:14]([CH3:17])([CH3:16])[CH3:15])=[CH:4][CH:3]=2)[CH:30]=[CH:29][CH:28]=1. The yield is 0.660.